Dataset: CYP2C19 inhibition data for predicting drug metabolism from PubChem BioAssay. Task: Regression/Classification. Given a drug SMILES string, predict its absorption, distribution, metabolism, or excretion properties. Task type varies by dataset: regression for continuous measurements (e.g., permeability, clearance, half-life) or binary classification for categorical outcomes (e.g., BBB penetration, CYP inhibition). Dataset: cyp2c19_veith. The molecule is O=[N+]([O-])c1ccc(CS(=O)Cc2ccccc2)cc1. The result is 1 (inhibitor).